From a dataset of hERG Central: cardiac toxicity at 1µM, 10µM, and general inhibition. Predict hERG channel inhibition at various concentrations. (1) Results: hERG_inhib (hERG inhibition (general)): blocker. The compound is COc1ccc(CCN(C)Cc2ccc(OC)c(OCc3ccccc3)c2)cc1OC. (2) The compound is CCOC(=O)C1CCN(CC(O)COCc2ccc(Cl)cc2)CC1.Cl. Results: hERG_inhib (hERG inhibition (general)): blocker. (3) The drug is CCN1CCN(CCCN(Cc2ccco2)C(=S)Nc2cc(Cl)ccc2C)CC1. Results: hERG_inhib (hERG inhibition (general)): blocker. (4) The drug is COc1ccc(CNn2c(-c3cccc(C)c3)nc3ccccc3c2=O)cc1OC. Results: hERG_inhib (hERG inhibition (general)): blocker. (5) Results: hERG_inhib (hERG inhibition (general)): blocker. The compound is COc1ccc(S(=O)(=O)Cc2ccc(C(=O)N3CCN(c4ccccc4F)CC3)o2)cc1. (6) The drug is O=C(Nc1cccc(Cl)c1)OCc1cn(-c2ccccc2)nn1. Results: hERG_inhib (hERG inhibition (general)): blocker. (7) The molecule is COc1ccccc1Oc1ccc(S(=O)(=O)N2CCCCC2)cc1NC(=O)CCNC(C)=O. Results: hERG_inhib (hERG inhibition (general)): blocker. (8) The molecule is CCc1ccc(-c2nc(CN3CCCC(C(=O)NCCc4ccc(OC)c(OC)c4)C3)c(C)o2)cc1. Results: hERG_inhib (hERG inhibition (general)): blocker.